From a dataset of NCI-60 drug combinations with 297,098 pairs across 59 cell lines. Regression. Given two drug SMILES strings and cell line genomic features, predict the synergy score measuring deviation from expected non-interaction effect. (1) Drug 1: CC1=C2C(C(=O)C3(C(CC4C(C3C(C(C2(C)C)(CC1OC(=O)C(C(C5=CC=CC=C5)NC(=O)C6=CC=CC=C6)O)O)OC(=O)C7=CC=CC=C7)(CO4)OC(=O)C)O)C)OC(=O)C. Drug 2: CC(C)NC(=O)C1=CC=C(C=C1)CNNC.Cl. Cell line: IGROV1. Synergy scores: CSS=15.4, Synergy_ZIP=-2.74, Synergy_Bliss=-2.10, Synergy_Loewe=-16.9, Synergy_HSA=-2.24. (2) Synergy scores: CSS=3.53, Synergy_ZIP=-0.275, Synergy_Bliss=0.281, Synergy_Loewe=3.91, Synergy_HSA=-0.0908. Drug 2: C(=O)(N)NO. Cell line: HCT-15. Drug 1: CC=C1C(=O)NC(C(=O)OC2CC(=O)NC(C(=O)NC(CSSCCC=C2)C(=O)N1)C(C)C)C(C)C. (3) Drug 1: CC(CN1CC(=O)NC(=O)C1)N2CC(=O)NC(=O)C2. Drug 2: CN(C(=O)NC(C=O)C(C(C(CO)O)O)O)N=O. Cell line: SK-MEL-5. Synergy scores: CSS=24.2, Synergy_ZIP=-5.43, Synergy_Bliss=-2.13, Synergy_Loewe=-1.30, Synergy_HSA=-0.863. (4) Drug 1: C1=CC=C(C=C1)NC(=O)CCCCCCC(=O)NO. Drug 2: N.N.Cl[Pt+2]Cl. Cell line: OVCAR-4. Synergy scores: CSS=33.4, Synergy_ZIP=0.00646, Synergy_Bliss=1.81, Synergy_Loewe=-5.30, Synergy_HSA=2.17. (5) Drug 1: CC(C1=C(C=CC(=C1Cl)F)Cl)OC2=C(N=CC(=C2)C3=CN(N=C3)C4CCNCC4)N. Drug 2: C1CN(CCN1C(=O)CCBr)C(=O)CCBr. Cell line: M14. Synergy scores: CSS=-1.13, Synergy_ZIP=-0.0944, Synergy_Bliss=4.01, Synergy_Loewe=-0.336, Synergy_HSA=0.00832. (6) Drug 1: CC(CN1CC(=O)NC(=O)C1)N2CC(=O)NC(=O)C2. Drug 2: C1=NNC2=C1C(=O)NC=N2. Cell line: MCF7. Synergy scores: CSS=15.6, Synergy_ZIP=-5.50, Synergy_Bliss=-0.183, Synergy_Loewe=-4.66, Synergy_HSA=0.932. (7) Drug 1: CC1=CC=C(C=C1)C2=CC(=NN2C3=CC=C(C=C3)S(=O)(=O)N)C(F)(F)F. Drug 2: C1CCC(C(C1)N)N.C(=O)(C(=O)[O-])[O-].[Pt+4]. Cell line: HCT-15. Synergy scores: CSS=46.9, Synergy_ZIP=0.654, Synergy_Bliss=-2.26, Synergy_Loewe=-19.4, Synergy_HSA=-0.771. (8) Drug 1: CC1=CC2C(CCC3(C2CCC3(C(=O)C)OC(=O)C)C)C4(C1=CC(=O)CC4)C. Drug 2: CN(C(=O)NC(C=O)C(C(C(CO)O)O)O)N=O. Cell line: HL-60(TB). Synergy scores: CSS=3.37, Synergy_ZIP=0.396, Synergy_Bliss=-0.0593, Synergy_Loewe=-1.22, Synergy_HSA=-2.69.